This data is from Reaction yield outcomes from USPTO patents with 853,638 reactions. The task is: Predict the reaction yield, written as a fraction of the theoretical maximum amount of product (1.0 means a 100% yield; for example, 0.34 means a 34% yield). (1) The reactants are [C:1]([O:5][C:6]1[CH:11]=[CH:10][C:9]([CH2:12][C@H:13]([NH:32]C(=O)OCC2C3C=CC=CC=3C3C2=CC=CC=3)[C:14]([N:16]([CH2:24][CH:25]([O:29][CH2:30][CH3:31])[O:26][CH2:27][CH3:28])[CH2:17][C:18]2[CH:23]=[CH:22][N:21]=[CH:20][CH:19]=2)=[O:15])=[CH:8][CH:7]=1)([CH3:4])([CH3:3])[CH3:2].N1CCCCC1. No catalyst specified. The product is [NH2:32][C@@H:13]([CH2:12][C:9]1[CH:8]=[CH:7][C:6]([O:5][C:1]([CH3:3])([CH3:2])[CH3:4])=[CH:11][CH:10]=1)[C:14]([N:16]([CH2:24][CH:25]([O:26][CH2:27][CH3:28])[O:29][CH2:30][CH3:31])[CH2:17][C:18]1[CH:23]=[CH:22][N:21]=[CH:20][CH:19]=1)=[O:15]. The yield is 0.970. (2) The reactants are C1N=CN(C(N2C=NC=C2)=O)C=1.[CH2:13]([N:20]1[C:28]2[CH:27]=[C:26]([C:29]([OH:31])=O)[N:25]=[C:24]([NH:32][CH2:33][C:34]3[CH:39]=[CH:38][CH:37]=[CH:36][CH:35]=3)[C:23]=2[NH:22][C:21]1=[O:40])[C:14]1[CH:19]=[CH:18][CH:17]=[CH:16][CH:15]=1.[OH:41][NH:42][C:43](=[NH:45])[CH3:44].[Al]. The catalyst is CN(C=O)C. The product is [OH:41][N:42]=[C:43]([NH:45][C:29]([C:26]1[N:25]=[C:24]([NH:32][CH2:33][C:34]2[CH:39]=[CH:38][CH:37]=[CH:36][CH:35]=2)[C:23]2[NH:22][C:21](=[O:40])[N:20]([CH2:13][C:14]3[CH:15]=[CH:16][CH:17]=[CH:18][CH:19]=3)[C:28]=2[CH:27]=1)=[O:31])[CH3:44]. The yield is 1.30. (3) The reactants are [NH2:1][CH:2]([C:5]1[CH:10]=[CH:9][C:8]([F:11])=[C:7]([F:12])[CH:6]=1)[CH2:3][OH:4].[C:13](O[C:13]([O:15][C:16]([CH3:19])([CH3:18])[CH3:17])=[O:14])([O:15][C:16]([CH3:19])([CH3:18])[CH3:17])=[O:14]. The catalyst is C(Cl)(Cl)Cl. The product is [C:16]([O:15][C:13](=[O:14])[NH:1][CH:2]([C:5]1[CH:10]=[CH:9][C:8]([F:11])=[C:7]([F:12])[CH:6]=1)[CH2:3][OH:4])([CH3:19])([CH3:18])[CH3:17]. The yield is 0.740.